This data is from Forward reaction prediction with 1.9M reactions from USPTO patents (1976-2016). The task is: Predict the product of the given reaction. (1) Given the reactants [NH2:1][C:2]1[C:3]([O:16]C)=[C:4]([C:8]2[S:12][C:11]([C:13]([OH:15])=[O:14])=[CH:10][CH:9]=2)[CH:5]=[CH:6][CH:7]=1.B(Br)(Br)[Br:19].CO, predict the reaction product. The product is: [BrH:19].[NH2:1][C:2]1[C:3]([OH:16])=[C:4]([C:8]2[S:12][C:11]([C:13]([OH:15])=[O:14])=[CH:10][CH:9]=2)[CH:5]=[CH:6][CH:7]=1. (2) Given the reactants [NH2:1][CH2:2][C@H:3]1[CH2:8][CH2:7][CH2:6][N:5]([CH2:9][CH:10]2[CH2:15][CH2:14][CH2:13][CH2:12][CH2:11]2)[CH2:4]1.C(OC([NH:23][CH2:24][C:25](O)=[O:26])=O)(C)(C)C, predict the reaction product. The product is: [NH2:23][CH2:24][C:25]([NH:1][CH2:2][C@H:3]1[CH2:8][CH2:7][CH2:6][N:5]([CH2:9][CH:10]2[CH2:15][CH2:14][CH2:13][CH2:12][CH2:11]2)[CH2:4]1)=[O:26]. (3) Given the reactants [N+:1]([C:4]1[CH:17]=[CH:16][C:7]([C:8]([NH:10][C:11]2[S:12][CH:13]=[CH:14][N:15]=2)=[O:9])=[C:6]([O:18][CH2:19][CH2:20][CH3:21])[CH:5]=1)([O-])=O.C(O)(=O)C, predict the reaction product. The product is: [NH2:1][C:4]1[CH:17]=[CH:16][C:7]([C:8]([NH:10][C:11]2[S:12][CH:13]=[CH:14][N:15]=2)=[O:9])=[C:6]([O:18][CH2:19][CH2:20][CH3:21])[CH:5]=1. (4) Given the reactants [CH3:1][O:2][C:3]1[CH:11]=[CH:10][CH:9]=[CH:8][C:4]=1[C:5](Cl)=[O:6].Br[C:13]1[CH:21]=[CH:20][C:19]([O:22][CH3:23])=[CH:18][C:14]=1[C:15]([OH:17])=[O:16], predict the reaction product. The product is: [CH3:23][O:22][C:19]1[CH:20]=[CH:21][C:13]([C:5](=[O:6])[C:4]2[CH:8]=[CH:9][CH:10]=[CH:11][C:3]=2[O:2][CH3:1])=[C:14]([CH:18]=1)[C:15]([OH:17])=[O:16].